From a dataset of Catalyst prediction with 721,799 reactions and 888 catalyst types from USPTO. Predict which catalyst facilitates the given reaction. Reactant: [CH2:1]([O:3][C:4](=[O:16])[C:5]1[CH:10]=[CH:9][C:8]([OH:11])=[C:7]([O:12][C:13](=[O:15])[CH3:14])[CH:6]=1)[CH3:2].C(=O)([O-])[O-].[K+].[K+].[CH2:23](Br)[C:24]1[CH:29]=[CH:28][CH:27]=[CH:26][CH:25]=1. Product: [CH2:1]([O:3][C:4](=[O:16])[C:5]1[CH:10]=[CH:9][C:8]([O:11][CH2:23][C:24]2[CH:29]=[CH:28][CH:27]=[CH:26][CH:25]=2)=[C:7]([O:12][C:13](=[O:15])[CH3:14])[CH:6]=1)[CH3:2]. The catalyst class is: 3.